From a dataset of Forward reaction prediction with 1.9M reactions from USPTO patents (1976-2016). Predict the product of the given reaction. (1) Given the reactants [CH2:1]([OH:19])[CH2:2][CH2:3][CH2:4][CH2:5][CH2:6][CH2:7][CH2:8][CH2:9][CH2:10][CH2:11][CH2:12][CH2:13][CH2:14][CH2:15][CH2:16][CH2:17][CH3:18].N1C=CC=CC=1.[N+:26]([C:29]1[CH:37]=[CH:36][C:32]([C:33](Cl)=[O:34])=[CH:31][CH:30]=1)([O-:28])=[O:27], predict the reaction product. The product is: [N+:26]([C:29]1[CH:30]=[CH:31][C:32]([C:33]([O:19][CH2:1][CH2:2][CH2:3][CH2:4][CH2:5][CH2:6][CH2:7][CH2:8][CH2:9][CH2:10][CH2:11][CH2:12][CH2:13][CH2:14][CH2:15][CH2:16][CH2:17][CH3:18])=[O:34])=[CH:36][CH:37]=1)([O-:28])=[O:27]. (2) Given the reactants [NH2:1][CH2:2][C:3]([NH2:5])=[O:4].[Br:6][C:7]1[CH:8]=[C:9]([CH:25]=[CH:26][CH:27]=1)[CH2:10][C:11]1[C:12]([CH3:24])=[N:13][C:14]2[N:15]([N:18]=[CH:19][C:20]=2[C:21](O)=[O:22])[C:16]=1[CH3:17], predict the reaction product. The product is: [NH2:5][C:3](=[O:4])[CH2:2][NH:1][C:21]([C:20]1[CH:19]=[N:18][N:15]2[C:16]([CH3:17])=[C:11]([CH2:10][C:9]3[CH:25]=[CH:26][CH:27]=[C:7]([Br:6])[CH:8]=3)[C:12]([CH3:24])=[N:13][C:14]=12)=[O:22]. (3) Given the reactants Br[C:2]1[CH:3]=[C:4]([N:22]([CH:24]([CH2:26][CH3:27])[CH3:25])[CH3:23])[C:5]([CH3:21])=[C:6]([CH:20]=1)[C:7]([NH:9][CH2:10][C:11]1[C:12](=[O:19])[NH:13][C:14]([CH3:18])=[CH:15][C:16]=1[CH3:17])=[O:8].[CH3:28][O:29][C:30]1[S:31][C:32]([Sn](CCCC)(CCCC)CCCC)=[CH:33][N:34]=1, predict the reaction product. The product is: [CH:24]([N:22]([CH3:23])[C:4]1[C:5]([CH3:21])=[C:6]([CH:20]=[C:2]([C:32]2[S:31][C:30]([O:29][CH3:28])=[N:34][CH:33]=2)[CH:3]=1)[C:7]([NH:9][CH2:10][C:11]1[C:12](=[O:19])[NH:13][C:14]([CH3:18])=[CH:15][C:16]=1[CH3:17])=[O:8])([CH2:26][CH3:27])[CH3:25].